This data is from Catalyst prediction with 721,799 reactions and 888 catalyst types from USPTO. The task is: Predict which catalyst facilitates the given reaction. (1) Reactant: CN(C(ON1N=NC2C=CC=NC1=2)=[N+](C)C)C.F[P-](F)(F)(F)(F)F.ClC1C=C(C([NH:54][C@@H:55]2[CH2:59][CH2:58][S:57][C:56]2=[O:60])=O)C=NC=1NNC(NC1C2C=CC=CC=2CCC2C=CC=CC1=2)=S.[Cl:61][C:62]1[CH:63]=[C:64]([C:89]([OH:91])=O)[CH:65]=[N:66][C:67]=1[CH2:68][NH:69][C:70]([NH:72][CH:73]1[C:79]2[CH:80]=[N:81][CH:82]=[CH:83][C:78]=2[CH2:77][CH2:76][C:75]2[C:84]([F:88])=[CH:85][CH:86]=[CH:87][C:74]1=2)=[S:71].CCN(C(C)C)C(C)C. Product: [Cl:61][C:62]1[CH:63]=[C:64]([C:89]([NH:54][C@@H:55]2[CH2:59][CH2:58][S:57][C:56]2=[O:60])=[O:91])[CH:65]=[N:66][C:67]=1[CH2:68][NH:69][C:70]([NH:72][CH:73]1[C:79]2[CH:80]=[N:81][CH:82]=[CH:83][C:78]=2[CH2:77][CH2:76][C:75]2[C:84]([F:88])=[CH:85][CH:86]=[CH:87][C:74]1=2)=[S:71]. The catalyst class is: 44. (2) Reactant: C(N(CC)CC)C.[NH2:8][C:9]1[C:10]([O:26][CH3:27])=[C:11]([NH:19][S:20]([N:23]([CH3:25])[CH3:24])(=[O:22])=[O:21])[CH:12]=[C:13]([C:15]([CH3:18])([CH3:17])[CH3:16])[CH:14]=1.C1([O:34][C:35](=O)[NH:36][C:37]2[C:46]3[C:41](=[CH:42][CH:43]=[CH:44][CH:45]=3)[C:40]([O:47][C:48]3[CH:53]=[CH:52][N:51]=[C:50]([NH:54][C:55]4[CH:60]=[C:59]([O:61][CH2:62][CH2:63][O:64][CH2:65][CH2:66][O:67][CH2:68][CH2:69][O:70][CH3:71])[CH:58]=[C:57]([O:72][CH3:73])[CH:56]=4)[N:49]=3)=[CH:39][CH:38]=2)C=CC=CC=1. Product: [C:15]([C:13]1[CH:14]=[C:9]([NH:8][C:35]([NH:36][C:37]2[C:46]3[C:41](=[CH:42][CH:43]=[CH:44][CH:45]=3)[C:40]([O:47][C:48]3[CH:53]=[CH:52][N:51]=[C:50]([NH:54][C:55]4[CH:60]=[C:59]([O:61][CH2:62][CH2:63][O:64][CH2:65][CH2:66][O:67][CH2:68][CH2:69][O:70][CH3:71])[CH:58]=[C:57]([O:72][CH3:73])[CH:56]=4)[N:49]=3)=[CH:39][CH:38]=2)=[O:34])[C:10]([O:26][CH3:27])=[C:11]([NH:19][S:20]([N:23]([CH3:25])[CH3:24])(=[O:22])=[O:21])[CH:12]=1)([CH3:18])([CH3:17])[CH3:16]. The catalyst class is: 480. (3) Reactant: Br[CH2:2][CH2:3][C:4]1[C:12]2[C:7](=[CH:8][CH:9]=[CH:10][CH:11]=2)[NH:6][CH:5]=1.[S:13]1[CH2:17][CH2:16][NH:15][CH2:14]1. Product: [NH:6]1[C:7]2[C:12](=[CH:11][CH:10]=[CH:9][CH:8]=2)[C:4]([CH2:3][CH2:2][N:15]2[CH2:16][CH2:17][S:13][CH2:14]2)=[CH:5]1. The catalyst class is: 22. (4) Reactant: [F:1][C:2]1[CH:7]=[C:6]([F:8])[CH:5]=[CH:4][C:3]=1[N:9]1[C:16]2[C@H:15]3[CH2:17][C@H:14]3[CH2:13][C:12]=2[C:11]([C:18](O)=[O:19])=[N:10]1.[O:21]1[CH2:26][CH2:25][CH:24]([CH2:27][NH2:28])[CH2:23][CH2:22]1.CN(C(ON1N=NC2C=CC=NC1=2)=[N+](C)C)C.F[P-](F)(F)(F)(F)F.CCN(CC)CC. Product: [O:21]1[CH2:26][CH2:25][CH:24]([CH2:27][NH:28][C:18]([C:11]2[C:12]3[CH2:13][C@@H:14]4[CH2:17][C@@H:15]4[C:16]=3[N:9]([C:3]3[CH:4]=[CH:5][C:6]([F:8])=[CH:7][C:2]=3[F:1])[N:10]=2)=[O:19])[CH2:23][CH2:22]1. The catalyst class is: 1. (5) Reactant: [N:1]1([S:11]([C:14]2[CH:15]=[C:16]([N:20]3[C:25](=[O:26])[C:24]4[N:27]=[CH:28][CH:29]=[CH:30][C:23]=4[NH:22][C:21]3=[O:31])[CH:17]=[CH:18][CH:19]=2)(=[O:13])=[O:12])[C:10]2[C:5](=[CH:6][CH:7]=[CH:8][CH:9]=2)[CH2:4][CH2:3][CH2:2]1.ClC1C=CC=C(C(OO)=[O:40])C=1.S([O-])([O-])(=O)=S.[Na+].[Na+]. Product: [N:1]1([S:11]([C:14]2[CH:15]=[C:16]([N:20]3[C:25](=[O:26])[C:24]4=[N+:27]([O-:40])[CH:28]=[CH:29][CH:30]=[C:23]4[NH:22][C:21]3=[O:31])[CH:17]=[CH:18][CH:19]=2)(=[O:13])=[O:12])[C:10]2[C:5](=[CH:6][CH:7]=[CH:8][CH:9]=2)[CH2:4][CH2:3][CH2:2]1. The catalyst class is: 3. (6) Reactant: [Cl:1][C:2]1[C:3]([C:12]2[CH:17]=[CH:16][C:15]([F:18])=[CH:14][CH:13]=2)=[CH:4][C:5]([N+:9]([O-])=O)=[C:6]([CH:8]=1)[NH2:7].Cl. Product: [Cl:1][C:2]1[CH:8]=[C:6]([NH2:7])[C:5]([NH2:9])=[CH:4][C:3]=1[C:12]1[CH:13]=[CH:14][C:15]([F:18])=[CH:16][CH:17]=1. The catalyst class is: 490. (7) Reactant: [Br:1][CH2:2][C:3]1[CH:11]=[CH:10][C:6]([C:7]([NH2:9])=[O:8])=[CH:5][CH:4]=1.C(Cl)(=O)[C:13](Cl)=[O:14]. Product: [Br:1][CH2:2][C:3]1[CH:11]=[CH:10][C:6]([C:7]([N:9]=[C:13]=[O:14])=[O:8])=[CH:5][CH:4]=1. The catalyst class is: 344. (8) Reactant: [CH:1]([C:3]1[CH:11]=[CH:10][CH:9]=[C:8]2[C:4]=1[CH2:5][N:6]([C:12]([O:14][C@H:15]1[CH2:19][N:18](C(OC(C)(C)C)=O)[C@H:17]([C:27]([O:29][CH3:30])=[O:28])[CH2:16]1)=[O:13])[CH2:7]2)=[CH2:2].[ClH:31]. Product: [ClH:31].[CH:1]([C:3]1[CH:11]=[CH:10][CH:9]=[C:8]2[C:4]=1[CH2:5][N:6]([C:12]([O:14][C@@H:15]1[CH2:16][C@@H:17]([C:27]([O:29][CH3:30])=[O:28])[NH:18][CH2:19]1)=[O:13])[CH2:7]2)=[CH2:2]. The catalyst class is: 13. (9) Reactant: [Br:1][C:2]1[C:3]2[CH:13]=[CH:12][CH:11]=[CH:10][C:4]=2[S:5][C:6]=1[C:7]([OH:9])=O.[CH2:14]([NH2:21])[C:15]1[CH:20]=[CH:19][CH:18]=[CH:17][CH:16]=1.C1CCC(N=C=NC2CCCCC2)CC1.C1C=CC2N(O)N=NC=2C=1. Product: [CH2:14]([NH:21][C:7]([C:6]1[S:5][C:4]2[CH:10]=[CH:11][CH:12]=[CH:13][C:3]=2[C:2]=1[Br:1])=[O:9])[C:15]1[CH:20]=[CH:19][CH:18]=[CH:17][CH:16]=1. The catalyst class is: 399. (10) Reactant: [CH2:1]([N:8]([CH3:28])[C:9]([CH:11]1[CH2:16][CH2:15][N:14]([C:17]([C:19]2[NH:20][C:21]3[C:26]([CH:27]=2)=[CH:25][CH:24]=[CH:23][CH:22]=3)=[O:18])[CH2:13][CH2:12]1)=[O:10])[C:2]1[CH:7]=[CH:6][CH:5]=[CH:4][CH:3]=1.[H-].[Na+].I[CH2:32][CH:33]([CH3:35])[CH3:34]. Product: [CH2:1]([N:8]([CH3:28])[C:9]([CH:11]1[CH2:16][CH2:15][N:14]([C:17]([C:19]2[N:20]([CH2:32][CH:33]([CH3:35])[CH3:34])[C:21]3[C:26]([CH:27]=2)=[CH:25][CH:24]=[CH:23][CH:22]=3)=[O:18])[CH2:13][CH2:12]1)=[O:10])[C:2]1[CH:7]=[CH:6][CH:5]=[CH:4][CH:3]=1. The catalyst class is: 384.